Predict the reactants needed to synthesize the given product. From a dataset of Full USPTO retrosynthesis dataset with 1.9M reactions from patents (1976-2016). (1) Given the product [N+:1]([C:4]([CH3:5])=[CH:12][C:11]1[CH:14]=[CH:15][C:8]([C:7]([F:17])([F:16])[F:6])=[CH:9][CH:10]=1)([O-:3])=[O:2], predict the reactants needed to synthesize it. The reactants are: [N+:1]([CH2:4][CH3:5])([O-:3])=[O:2].[F:6][C:7]([F:17])([F:16])[C:8]1[CH:15]=[CH:14][C:11]([CH:12]=O)=[CH:10][CH:9]=1.C([O-])(=O)C.[NH4+].C(OC(=O)C)C. (2) Given the product [CH3:17][C:11]1[N:10]=[C:9]2[C:14]([C:15]([OH:16])=[CH:6][CH:7]=[N:8]2)=[CH:13][CH:12]=1, predict the reactants needed to synthesize it. The reactants are: C(OC([C:6]1[C:15](=[O:16])[C:14]2[C:9](=[N:10][C:11]([CH3:17])=[CH:12][CH:13]=2)[NH:8][CH:7]=1)=O)C.[OH-].[Na+].Cl. (3) Given the product [CH3:11][N:7]1[CH2:8][CH2:9][CH2:10][N:5]2[C:4](=[O:13])[N:3]=[C:2]([S:22][CH2:21][CH2:20][C:14]3[CH:19]=[CH:18][CH:17]=[CH:16][CH:15]=3)[CH:12]=[C:6]12, predict the reactants needed to synthesize it. The reactants are: Cl[C:2]1[CH:12]=[C:6]2[N:7]([CH3:11])[CH2:8][CH2:9][CH2:10][N:5]2[C:4](=[O:13])[N:3]=1.[C:14]1([CH2:20][CH2:21][SH:22])[CH:19]=[CH:18][CH:17]=[CH:16][CH:15]=1.C([O-])([O-])=O.[K+].[K+]. (4) Given the product [CH:1]([N:4]1[C:8]([C:9]2[N:18]=[C:17]3[C:16]4[CH:19]=[CH:20][C:21]([S:23]([CH:24]5[CH2:29][CH2:28][N:27]([CH:30]([CH3:32])[CH3:31])[CH2:26][CH2:25]5)=[O:35])=[CH:22][C:15]=4[O:14][CH2:13][CH2:12][N:11]3[CH:10]=2)=[N:7][C:6]([CH3:33])=[N:5]1)([CH3:3])[CH3:2], predict the reactants needed to synthesize it. The reactants are: [CH:1]([N:4]1[C:8]([C:9]2[N:18]=[C:17]3[N:11]([CH2:12][CH2:13][O:14][C:15]4[CH:22]=[C:21]([S:23][CH:24]5[CH2:29][CH2:28][N:27]([CH:30]([CH3:32])[CH3:31])[CH2:26][CH2:25]5)[CH:20]=[CH:19][C:16]=43)[CH:10]=2)=[N:7][C:6]([CH3:33])=[N:5]1)([CH3:3])[CH3:2].C(O)(C(F)(F)F)=[O:35].C1C=C(Cl)C=C(C(OO)=O)C=1. (5) Given the product [Br:1][C:2]1[N:7]=[C:6]([NH:8][CH2:9][CH:10]([OH:11])[CH2:12][N:14]2[CH2:15][CH2:16][C:17]3[C:22](=[CH:21][CH:20]=[CH:19][CH:18]=3)[CH2:13]2)[CH:5]=[CH:4][CH:3]=1, predict the reactants needed to synthesize it. The reactants are: [Br:1][C:2]1[N:7]=[C:6]([NH:8][CH2:9][CH:10]2[CH2:12][O:11]2)[CH:5]=[CH:4][CH:3]=1.[CH2:13]1[C:22]2[C:17](=[CH:18][CH:19]=[CH:20][CH:21]=2)[CH2:16][CH2:15][NH:14]1. (6) The reactants are: C[O:2][C@H:3]1[O:8][CH:7]([CH2:9][OH:10])[C@H:6]([OH:11])[C@@H:5]([OH:12])[C@@H:4]1[OH:13].[C:14](OC)(=O)[CH2:15]CCCCCC.[O-][C:26](CCCCCCCCC)=O.[C:37](OC)(=O)[CH2:38][CH2:39][CH2:40]CCCC/C=C\CCCCCCCC.C(=O)([O-])[O-].[Na+].[Na+].C([O-])(=O)CCCCCCC.[O-]C(CCCCCCCCC)=O.[C:86]([O-])(=O)[CH2:87][CH2:88][CH2:89][CH2:90][CH2:91][CH2:92][CH2:93]/[CH:94]=[CH:95]\[CH2:96][CH2:97]CCCCCC. Given the product [C:3]([OH:8])(=[O:2])[CH2:4][CH2:5][CH2:6][CH2:7][CH2:9][CH2:14][CH3:15].[CH3:26][C:3]([C@@H:4]([C@H:5]([C@@H:6]([C@@H:7]([CH2:9][OH:10])[OH:8])[OH:11])[OH:12])[OH:13])=[O:2].[O-:2][C:3]([CH2:4][CH2:5][CH2:6][CH2:7][CH2:9][CH2:37][CH2:38][CH2:39][CH3:40])=[O:8].[C:3]([O-:8])(=[O:2])[CH2:4][CH2:5][CH2:6][CH2:7][CH2:9][CH2:86][CH2:87]/[CH:88]=[CH:89]\[CH2:90][CH2:91][CH2:92][CH2:93][CH2:94][CH2:95][CH2:96][CH3:97], predict the reactants needed to synthesize it.